Dataset: Catalyst prediction with 721,799 reactions and 888 catalyst types from USPTO. Task: Predict which catalyst facilitates the given reaction. Reactant: Br.[NH2:2][C:3]1[S:4][C:5](Br)=[CH:6][N:7]=1.C(=O)([O-])[O-].[K+].[K+].[NH:15]1[CH2:20][CH2:19][O:18][CH2:17][CH2:16]1. Product: [N:15]1([C:5]2[S:4][C:3]([NH2:2])=[N:7][CH:6]=2)[CH2:20][CH2:19][O:18][CH2:17][CH2:16]1. The catalyst class is: 3.